Task: Predict the product of the given reaction.. Dataset: Forward reaction prediction with 1.9M reactions from USPTO patents (1976-2016) Given the reactants Br[C:2]1[C:3]2[C:4]3[CH:17]=[CH:16][S:15][C:5]=3[C:6](=[O:14])[NH:7][C:8]=2[CH:9]=[CH:10][C:11]=1[O:12][CH3:13].[CH3:18][N:19]([CH2:27][C@@H:28]([C:30]1[CH:35]=[CH:34][C:33](B2OC(C)(C)C(C)(C)O2)=[CH:32][CH:31]=1)[CH3:29])[C:20](=[O:26])[O:21][C:22]([CH3:25])([CH3:24])[CH3:23], predict the reaction product. The product is: [CH3:13][O:12][C:11]1[CH:10]=[CH:9][C:8]2[NH:7][C:6](=[O:14])[C:5]3[S:15][CH:16]=[CH:17][C:4]=3[C:3]=2[C:2]=1[C:33]1[CH:32]=[CH:31][C:30]([C@@H:28]([CH3:29])[CH2:27][N:19]([CH3:18])[C:20](=[O:26])[O:21][C:22]([CH3:23])([CH3:25])[CH3:24])=[CH:35][CH:34]=1.